The task is: Predict the product of the given reaction.. This data is from Forward reaction prediction with 1.9M reactions from USPTO patents (1976-2016). Given the reactants [CH3:1][NH:2][C:3]1[C:8]([C:9]#[N:10])=[N:7][CH:6]=[CH:5][N:4]=1.C(N(CC)CC)C.Cl.[NH2:19][OH:20], predict the reaction product. The product is: [OH:20][N:19]=[C:9]([C:8]1[C:3]([NH:2][CH3:1])=[N:4][CH:5]=[CH:6][N:7]=1)[NH2:10].